This data is from Retrosynthesis with 50K atom-mapped reactions and 10 reaction types from USPTO. The task is: Predict the reactants needed to synthesize the given product. (1) Given the product CC(C)(C)OC(=O)N1CCC(C)(N2CCC(N[C@H]3CCCC[C@@H]3N)CC2)CC1, predict the reactants needed to synthesize it. The reactants are: CC(C)(C)OC(=O)N1CCC(C)(N2CCC(=O)CC2)CC1.N[C@H]1CCCC[C@@H]1N. (2) Given the product Cc1cn(C)nc1C(=O)Nc1cc(Oc2ccc3nc(NC(=O)C4CC4)nn3c2)ccc1F, predict the reactants needed to synthesize it. The reactants are: Cc1cn(C)nc1C(=O)O.Nc1cc(Oc2ccc3nc(NC(=O)C4CC4)nn3c2)ccc1F. (3) Given the product CC(=O)NC[C@@H](C)Oc1cccc2ncnc(Nc3ccc(OCc4cccc(F)c4)c(C)c3)c12, predict the reactants needed to synthesize it. The reactants are: CC(=O)NC[C@@H](C)Oc1cccc2ncnc(Nc3ccc(O)c(C)c3)c12.Fc1cccc(CCl)c1. (4) The reactants are: CCc1ccc2c(c1)N(CC1CN(Cc3ccccc3)CCO1)c1ccccc1CC2. Given the product CCc1ccc2c(c1)N(CC1CNCCO1)c1ccccc1CC2, predict the reactants needed to synthesize it.